From a dataset of Catalyst prediction with 721,799 reactions and 888 catalyst types from USPTO. Predict which catalyst facilitates the given reaction. Reactant: [F:1][C:2]1[CH:7]=[CH:6][C:5]([C:8]2[O:9][C:10]3[C:16]([C:17]([OH:19])=O)=[CH:15][CH:14]=[CH:13][C:11]=3[N:12]=2)=[CH:4][CH:3]=1.C1CCC(N=C=NC2CCCCC2)CC1.Cl.Cl.[NH2:37][CH:38]1[CH:43]2[CH2:44][CH2:45][N:40]([CH2:41][CH2:42]2)[CH2:39]1.C(N(CC)CC)C. Product: [N:40]12[CH2:45][CH2:44][CH:43]([CH2:42][CH2:41]1)[CH:38]([NH:37][C:17]([C:16]1[C:10]3[O:9][C:8]([C:5]4[CH:4]=[CH:3][C:2]([F:1])=[CH:7][CH:6]=4)=[N:12][C:11]=3[CH:13]=[CH:14][CH:15]=1)=[O:19])[CH2:39]2. The catalyst class is: 616.